This data is from NCI-60 drug combinations with 297,098 pairs across 59 cell lines. The task is: Regression. Given two drug SMILES strings and cell line genomic features, predict the synergy score measuring deviation from expected non-interaction effect. (1) Drug 1: CC1=C(C(CCC1)(C)C)C=CC(=CC=CC(=CC(=O)O)C)C. Drug 2: CC1=C2C(C(=O)C3(C(CC4C(C3C(C(C2(C)C)(CC1OC(=O)C(C(C5=CC=CC=C5)NC(=O)C6=CC=CC=C6)O)O)OC(=O)C7=CC=CC=C7)(CO4)OC(=O)C)O)C)OC(=O)C. Cell line: SNB-19. Synergy scores: CSS=19.6, Synergy_ZIP=15.4, Synergy_Bliss=18.3, Synergy_Loewe=-10.5, Synergy_HSA=3.45. (2) Drug 1: C1=CC=C(C(=C1)C(C2=CC=C(C=C2)Cl)C(Cl)Cl)Cl. Drug 2: C1CC(=O)NC(=O)C1N2C(=O)C3=CC=CC=C3C2=O. Cell line: HL-60(TB). Synergy scores: CSS=0.190, Synergy_ZIP=3.08, Synergy_Bliss=4.98, Synergy_Loewe=1.51, Synergy_HSA=1.08.